This data is from Forward reaction prediction with 1.9M reactions from USPTO patents (1976-2016). The task is: Predict the product of the given reaction. (1) Given the reactants Cl.[C:2]([C:5]1[CH:6]=[CH:7][C:8]([C:38]2[CH:43]=[CH:42][C:41]([Cl:44])=[CH:40][CH:39]=2)=[C:9]([CH:37]=1)[CH2:10][O:11][C:12]1[CH:17]=[CH:16][C:15]([C:18]2[N:22]([CH:23]3[CH2:28][CH2:27][CH2:26][CH2:25][CH2:24]3)[C:21]3[CH:29]=[CH:30][C:31]([C:33]([O:35][CH3:36])=[O:34])=[CH:32][C:20]=3[N:19]=2)=[CH:14][CH:13]=1)(O)=[O:3].C(Cl)(=O)C(Cl)=O.[CH3:51][N:52](C)C=O, predict the reaction product. The product is: [Cl:44][C:41]1[CH:42]=[CH:43][C:38]([C:8]2[CH:7]=[CH:6][C:5]([C:2](=[O:3])[NH:52][CH3:51])=[CH:37][C:9]=2[CH2:10][O:11][C:12]2[CH:13]=[CH:14][C:15]([C:18]3[N:22]([CH:23]4[CH2:28][CH2:27][CH2:26][CH2:25][CH2:24]4)[C:21]4[CH:29]=[CH:30][C:31]([C:33]([O:35][CH3:36])=[O:34])=[CH:32][C:20]=4[N:19]=3)=[CH:16][CH:17]=2)=[CH:39][CH:40]=1. (2) The product is: [F:1][CH2:2][CH2:3][O:4][C:5]1[CH:6]=[CH:7][C:8]([C:11](=[O:23])/[CH:12]=[CH:13]/[C:14]2[CH:15]=[CH:16][C:17]([NH2:20])=[CH:18][CH:19]=2)=[CH:9][CH:10]=1. Given the reactants [F:1][CH2:2][CH2:3][O:4][C:5]1[CH:10]=[CH:9][C:8]([C:11](=[O:23])/[CH:12]=[CH:13]/[C:14]2[CH:19]=[CH:18][C:17]([N+:20]([O-])=O)=[CH:16][CH:15]=2)=[CH:7][CH:6]=1.Cl[Sn]Cl.[OH-].[Na+], predict the reaction product. (3) The product is: [N+:17]([C:14]1[CH:15]=[CH:16][C:11]([C:10]2[S:20][C:7]3[CH:8]=[C:3]([O:2][CH3:1])[CH:4]=[CH:5][C:6]=3[N:9]=2)=[CH:12][CH:13]=1)([O-:19])=[O:18]. Given the reactants [CH3:1][O:2][C:3]1[CH:8]=[CH:7][C:6]([NH:9][C:10](=[S:20])[C:11]2[CH:16]=[CH:15][C:14]([N+:17]([O-:19])=[O:18])=[CH:13][CH:12]=2)=[CH:5][CH:4]=1.[OH-].[Na+], predict the reaction product. (4) The product is: [O:18]1[C:13]2[CH:14]=[CH:20][C:10]([CH:2]([OH:1])[CH2:3][N:4]3[CH2:9][CH2:8][N:7]([CH2:49][CH:47]([C:44]4[CH:43]=[CH:42][CH:41]=[C:40]5[C:45]=4[CH:46]=[C:37]([O:36][CH3:35])[CH:38]=[N:39]5)[OH:48])[CH2:6][CH2:5]3)=[CH:11][C:12]=2[O:19][CH2:16][CH2:17]1. Given the reactants [OH:1][CH:2]([C:10]1[CH:11]=[CH:12][C:13]2[O:18][CH2:17][C:16](=[O:19])N[C:14]=2[CH:20]=1)[CH2:3][N:4]1[CH2:9][CH2:8][NH:7][CH2:6][CH2:5]1.ClCC(C1C=CC2OCCOC=2C=1)=O.[CH3:35][O:36][C:37]1[CH:38]=[N:39][C:40]2[C:45]([CH:46]=1)=[C:44]([CH:47]1[CH2:49][O:48]1)[CH:43]=[CH:42][CH:41]=2.O1C2C=CC(C(O)CN3CCNCC3)=CC=2OCC1, predict the reaction product. (5) The product is: [Cl:23][C:19]1[CH:20]=[C:21]2[C:16](=[CH:17][CH:18]=1)[NH:15][C:14]([S:11]([N:9]1[CH2:8][C:7](=[O:24])[N:6]([CH2:25][CH:26]3[CH2:27][CH2:28][N:29]([C:32]4[CH:37]=[CH:36][C:35](=[O:38])[N:34]([CH3:39])[N:33]=4)[CH2:30][CH2:31]3)[C@@H:5]([C:3]([OH:4])=[O:2])[CH2:10]1)(=[O:13])=[O:12])=[CH:22]2. Given the reactants C[O:2][C:3]([C@H:5]1[CH2:10][N:9]([S:11]([C:14]2[NH:15][C:16]3[C:21]([CH:22]=2)=[CH:20][C:19]([Cl:23])=[CH:18][CH:17]=3)(=[O:13])=[O:12])[CH2:8][C:7](=[O:24])[N:6]1[CH2:25][CH:26]1[CH2:31][CH2:30][N:29]([C:32]2[CH:37]=[CH:36][C:35](=[O:38])[N:34]([CH3:39])[N:33]=2)[CH2:28][CH2:27]1)=[O:4].[OH-].[Li+].C(O)(=O)C, predict the reaction product. (6) Given the reactants [CH3:1][O:2][C:3]1[CH:4]=[C:5]2[C:9](=[CH:10][CH:11]=1)[NH:8][C:7]([C:12]1([CH3:15])[CH2:14][CH2:13]1)=[CH:6]2.[H-].[Na+].Cl[CH2:19][C:20]1[O:24][C:23]([C:25]#[N:26])=[CH:22][CH:21]=1.[Cl-].[NH4+], predict the reaction product. The product is: [CH3:1][O:2][C:3]1[CH:4]=[C:5]2[C:9](=[CH:10][CH:11]=1)[N:8]([CH2:19][C:20]1[O:24][C:23]([C:25]#[N:26])=[CH:22][CH:21]=1)[C:7]([C:12]1([CH3:15])[CH2:13][CH2:14]1)=[CH:6]2. (7) Given the reactants [N:1]1[CH:6]=[CH:5][C:4]([C:7]2[CH:8]=[C:9]([NH2:14])[C:10]([NH2:13])=[N:11][CH:12]=2)=[CH:3][CH:2]=1.[O:15]1[C:20]2[CH:21]=[CH:22][CH:23]=[CH:24][C:19]=2[O:18][CH2:17][CH:16]1[C:25](O)=O, predict the reaction product. The product is: [O:15]1[C@@H:16]([C:25]2[NH:13][C:10]3=[N:11][CH:12]=[C:7]([C:4]4[CH:5]=[CH:6][N:1]=[CH:2][CH:3]=4)[CH:8]=[C:9]3[N:14]=2)[CH2:17][O:18][C:19]2[CH:24]=[CH:23][CH:22]=[CH:21][C:20]1=2.